From a dataset of Forward reaction prediction with 1.9M reactions from USPTO patents (1976-2016). Predict the product of the given reaction. (1) Given the reactants [Cl:1][C:2]1[CH:3]=[CH:4][C:5]([O:28][CH3:29])=[C:6]([CH:27]=1)[CH2:7][C@@H:8]([CH2:12][NH:13][CH2:14][C:15]1[C:20]([O:21][CH3:22])=[CH:19][C:18]([O:23][CH3:24])=[CH:17][C:16]=1[O:25][CH3:26])[C:9]([OH:11])=O.Cl.C([O:33][C:34](=[O:37])[CH2:35][NH2:36])C.ON1C2C=CC=CC=2N=N1.Cl.CN(C)CCCN=C=NCC, predict the reaction product. The product is: [Cl:1][C:2]1[CH:3]=[CH:4][C:5]([O:28][CH3:29])=[C:6]([CH:27]=1)[CH2:7][C@@H:8]([CH2:12][NH:13][CH2:14][C:15]1[C:16]([O:25][CH3:26])=[CH:17][C:18]([O:23][CH3:24])=[CH:19][C:20]=1[O:21][CH3:22])[C:9]([NH:36][CH2:35][C:34]([OH:37])=[O:33])=[O:11]. (2) Given the reactants [H-].[H-].[H-].[H-].[Li+].[Al+3].[CH:7]1([C:13]#[C:14][C:15]2[O:19][C:18]([C:20](=[O:24])[CH2:21][C:22]#[N:23])=[CH:17][CH:16]=2)[CH2:12][CH2:11][CH2:10][CH2:9][CH2:8]1, predict the reaction product. The product is: [NH2:23][CH2:22][CH2:21][CH:20]([C:18]1[O:19][C:15]([C:14]#[C:13][CH:7]2[CH2:12][CH2:11][CH2:10][CH2:9][CH2:8]2)=[CH:16][CH:17]=1)[OH:24]. (3) Given the reactants [I-].[Na+].[CH3:3][C:4](=[CH2:18])[CH2:5][N:6]1[C:14]2[C:9](=[CH:10][CH:11]=[CH:12][CH:13]=2)[C:8]([C:15]([OH:17])=O)=[N:7]1.[NH2:19][C:20]1[S:21][CH:22]=[CH:23][N:24]=1, predict the reaction product. The product is: [S:21]1[CH:22]=[CH:23][N:24]=[C:20]1[NH:19][C:15]([C:8]1[C:9]2[C:14](=[CH:13][CH:12]=[CH:11][CH:10]=2)[N:6]([CH2:5][C:4]([CH3:3])=[CH2:18])[N:7]=1)=[O:17]. (4) Given the reactants [F:1][C:2]1[CH:18]=[CH:17][C:16]([F:19])=[CH:15][C:3]=1[CH2:4][CH:5]1[C:14]2[C:9](=[N:10][CH:11]=[CH:12][CH:13]=2)[NH:8][CH2:7][CH2:6]1.[Br:20]N1C(=O)CCC1=O, predict the reaction product. The product is: [Br:20][C:12]1[CH:13]=[C:14]2[C:9](=[N:10][CH:11]=1)[NH:8][CH2:7][CH2:6][CH:5]2[CH2:4][C:3]1[CH:15]=[C:16]([F:19])[CH:17]=[CH:18][C:2]=1[F:1]. (5) The product is: [Cl:41][C:38]1[CH:37]=[CH:36][C:35]([C:33]([C:13]2[N:12]3[C:16]([CH:17]=[C:9]([OH:8])[CH:10]=[CH:11]3)=[C:15]([C:18](=[O:23])[C:19]([CH3:21])([CH3:22])[CH3:20])[C:14]=2[CH2:24][C:25]([CH3:31])([CH3:32])[C:26]([O:28][CH2:29][CH3:30])=[O:27])=[O:34])=[CH:40][CH:39]=1. Given the reactants C([O:8][C:9]1[CH:10]=[CH:11][N:12]2[C:16]([CH:17]=1)=[C:15]([C:18](=[O:23])[C:19]([CH3:22])([CH3:21])[CH3:20])[C:14]([CH2:24][C:25]([CH3:32])([CH3:31])[C:26]([O:28][CH2:29][CH3:30])=[O:27])=[C:13]2[C:33]([C:35]1[CH:40]=[CH:39][C:38]([Cl:41])=[CH:37][CH:36]=1)=[O:34])C1C=CC=CC=1, predict the reaction product.